Dataset: Forward reaction prediction with 1.9M reactions from USPTO patents (1976-2016). Task: Predict the product of the given reaction. (1) Given the reactants Cl[C:2]1[C:11]2[C:6](=[CH:7][CH:8]=[CH:9][CH:10]=2)[N:5]=[C:4]([C:12]([C:14]2[CH:19]=[CH:18][C:17]([F:20])=[CH:16][CH:15]=2)=[O:13])[N:3]=1.CCN(C(C)C)C(C)C.[CH3:30][C:31]1[NH:35][N:34]=[C:33]([NH2:36])[CH:32]=1, predict the reaction product. The product is: [F:20][C:17]1[CH:18]=[CH:19][C:14]([C:12]([C:4]2[N:3]=[C:2]([NH:36][C:33]3[CH:32]=[C:31]([CH3:30])[NH:35][N:34]=3)[C:11]3[C:6](=[CH:7][CH:8]=[CH:9][CH:10]=3)[N:5]=2)=[O:13])=[CH:15][CH:16]=1. (2) Given the reactants [C:1]([O:5][N:6]=[C:7]([C:9]1[N:10]=[CH:11][C:12]([NH:15]C(=O)C(C)(C)C)=[N:13][CH:14]=1)[CH3:8])([CH3:4])([CH3:3])[CH3:2], predict the reaction product. The product is: [C:1]([O:5][N:6]=[C:7]([C:9]1[CH:14]=[N:13][C:12]([NH2:15])=[CH:11][N:10]=1)[CH3:8])([CH3:2])([CH3:3])[CH3:4].